This data is from Peptide-MHC class I binding affinity with 185,985 pairs from IEDB/IMGT. The task is: Regression. Given a peptide amino acid sequence and an MHC pseudo amino acid sequence, predict their binding affinity value. This is MHC class I binding data. (1) The peptide sequence is GELIRILQRA. The MHC is H-2-Kk with pseudo-sequence H-2-Kk. The binding affinity (normalized) is 0. (2) The peptide sequence is TLLESFLFY. The MHC is HLA-A02:06 with pseudo-sequence HLA-A02:06. The binding affinity (normalized) is 0.0847.